This data is from Retrosynthesis with 50K atom-mapped reactions and 10 reaction types from USPTO. The task is: Predict the reactants needed to synthesize the given product. (1) Given the product CC(C)(C)c1csc(CCc2cccc(C(=O)Nc3cc(CCCS(=O)(=O)c4ccc(Cl)cc4)ccc3OCc3nnn[nH]3)c2)n1, predict the reactants needed to synthesize it. The reactants are: CC(C)(C)c1csc(CCc2cccc(C(=O)Nc3cc(CCCS(=O)(=O)c4ccc(Cl)cc4)ccc3OCC#N)c2)n1.[N-]=[N+]=[N-]. (2) Given the product CON=C(CCC(=O)NC1CCNC1)c1ccc(Cl)c(Cl)c1, predict the reactants needed to synthesize it. The reactants are: CON=C(CCC(=O)NC1CCN(C(=O)OC(C)(C)C)C1)c1ccc(Cl)c(Cl)c1. (3) Given the product CCCCS(=O)(=O)Nc1ccc(C(=O)N2Cc3cccn3Cc3ccccc32)cc1OC, predict the reactants needed to synthesize it. The reactants are: CCCCS(=O)(=O)Cl.COc1cc(C(=O)N2Cc3cccn3Cc3ccccc32)ccc1N. (4) Given the product COc1ccc(-c2ccc3cnc(Nc4cccc(C5C(=O)N(C)CCN5C)c4)nn23)cn1, predict the reactants needed to synthesize it. The reactants are: CN1CCN(C)C(c2cccc(N)c2)C1=O.COc1ccc(-c2ccc3cnc(O)nn23)cn1. (5) Given the product CCc1c(Oc2cc(C)cc(C)c2)n(Cc2ccccc2)c(=O)[nH]c1=O, predict the reactants needed to synthesize it. The reactants are: BrCc1ccccc1.CCc1c(Oc2cc(C)cc(C)c2)[nH]c(=O)[nH]c1=O. (6) Given the product N#Cc1ccc(-c2cccs2)nc1, predict the reactants needed to synthesize it. The reactants are: CC1(C)OB(c2cccs2)OC1(C)C.N#Cc1ccc(Cl)nc1.